Dataset: Catalyst prediction with 721,799 reactions and 888 catalyst types from USPTO. Task: Predict which catalyst facilitates the given reaction. (1) The catalyst class is: 12. Product: [CH3:13][O:14][C:15]([CH:17]1[CH2:22][CH2:21][CH:20]([C:23]2[NH:26][C:6](=[O:7])[O:25][N:24]=2)[CH2:19][CH2:18]1)=[O:16]. Reactant: C1N=CN([C:6](N2C=NC=C2)=[O:7])C=1.[CH3:13][O:14][C:15]([CH:17]1[CH2:22][CH2:21][CH:20]([C:23](=[NH:26])[NH:24][OH:25])[CH2:19][CH2:18]1)=[O:16]. (2) Reactant: [CH:1]([C:3]1[S:7][C:6]([C:8]2[CH:16]=[CH:15][C:11]([C:12]([OH:14])=[O:13])=[CH:10][CH:9]=2)=[CH:5][CH:4]=1)=O.[S:17]1[CH:21]=[CH:20][CH:19]=[C:18]1[CH2:22][N:23]1[C:27](=[O:28])[CH2:26][S:25][C:24]1=[S:29]. Product: [O:28]=[C:27]1[C:26](=[CH:1][C:3]2[S:7][C:6]([C:8]3[CH:16]=[CH:15][C:11]([C:12]([OH:14])=[O:13])=[CH:10][CH:9]=3)=[CH:5][CH:4]=2)[S:25][C:24](=[S:29])[N:23]1[CH2:22][C:18]1[S:17][CH:21]=[CH:20][CH:19]=1. The catalyst class is: 495. (3) Reactant: Cl[C:2]1[N:7]=[C:6]([C:8]2[CH:13]=[CH:12][CH:11]=[C:10]([Cl:14])[CH:9]=2)[N:5]=[C:4]([C:15]2[CH:20]=[CH:19][CH:18]=[C:17]([Cl:21])[CH:16]=2)[N:3]=1.[C:22]1([C:31]2[CH:36]=[CH:35][CH:34]=[CH:33][CH:32]=2)[CH:27]=[CH:26][C:25](B(O)O)=[CH:24][CH:23]=1.C([O-])([O-])=O.[K+].[K+]. Product: [C:22]1([C:31]2[CH:36]=[CH:35][CH:34]=[CH:33][CH:32]=2)[CH:27]=[CH:26][C:25]([C:2]2[N:3]=[C:4]([C:15]3[CH:20]=[CH:19][CH:18]=[C:17]([Cl:21])[CH:16]=3)[N:5]=[C:6]([C:8]3[CH:13]=[CH:12][CH:11]=[C:10]([Cl:14])[CH:9]=3)[N:7]=2)=[CH:24][CH:23]=1. The catalyst class is: 108.